Dataset: Full USPTO retrosynthesis dataset with 1.9M reactions from patents (1976-2016). Task: Predict the reactants needed to synthesize the given product. (1) Given the product [CH2:14]([O:5][C:4]([C:1]1([C:7]([OH:9])=[O:8])[CH2:3][CH2:2]1)=[O:6])[C:15]1[CH:20]=[CH:19][CH:18]=[CH:17][CH:16]=1, predict the reactants needed to synthesize it. The reactants are: [C:1]1([C:7]([OH:9])=[O:8])([C:4]([OH:6])=[O:5])[CH2:3][CH2:2]1.S(Cl)(Cl)=O.[CH2:14](O)[C:15]1[CH:20]=[CH:19][CH:18]=[CH:17][CH:16]=1.[OH-].[Na+]. (2) Given the product [CH2:21]([N:28]1[CH2:33][CH2:32][N:31]([C:2]2[N:3]=[C:4]([CH2:11][S:12]([C:15]3[CH:20]=[CH:19][CH:18]=[CH:17][CH:16]=3)(=[O:14])=[O:13])[C:5]([N+:8]([O-:10])=[O:9])=[CH:6][CH:7]=2)[CH2:30][CH2:29]1)[C:22]1[CH:23]=[CH:24][CH:25]=[CH:26][CH:27]=1, predict the reactants needed to synthesize it. The reactants are: Cl[C:2]1[CH:7]=[CH:6][C:5]([N+:8]([O-:10])=[O:9])=[C:4]([CH2:11][S:12]([C:15]2[CH:20]=[CH:19][CH:18]=[CH:17][CH:16]=2)(=[O:14])=[O:13])[N:3]=1.[CH2:21]([N:28]1[CH2:33][CH2:32][NH:31][CH2:30][CH2:29]1)[C:22]1[CH:27]=[CH:26][CH:25]=[CH:24][CH:23]=1.C([O-])([O-])=O.[K+].[K+].